This data is from Full USPTO retrosynthesis dataset with 1.9M reactions from patents (1976-2016). The task is: Predict the reactants needed to synthesize the given product. (1) Given the product [CH2:1]([O:8][C:9]1[CH:14]=[CH:13][C:12]([NH:15][C:16](=[S:37])[C:17]2[CH:22]=[CH:21][C:20]([Cl:23])=[C:19]([N+:24]([O-:26])=[O:25])[CH:18]=2)=[CH:11][CH:10]=1)[C:2]1[CH:7]=[CH:6][CH:5]=[CH:4][CH:3]=1, predict the reactants needed to synthesize it. The reactants are: [CH2:1]([O:8][C:9]1[CH:14]=[CH:13][C:12]([NH:15][C:16](=O)[C:17]2[CH:22]=[CH:21][C:20]([Cl:23])=[C:19]([N+:24]([O-:26])=[O:25])[CH:18]=2)=[CH:11][CH:10]=1)[C:2]1[CH:7]=[CH:6][CH:5]=[CH:4][CH:3]=1.COC1C=CC(P2(SP(C3C=CC(OC)=CC=3)(=S)S2)=[S:37])=CC=1. (2) Given the product [Br:17][C:14]1[CH:15]=[C:16]2[C:11](=[CH:12][CH:13]=1)[O:10][C:9]([C:18]1[N:19]=[CH:20][C:21]3[C:26]([CH:27]=1)=[CH:25][CH:24]=[CH:23][CH:22]=3)=[CH:8][C:7]2=[N:6][OH:5], predict the reactants needed to synthesize it. The reactants are: C([O:5][N:6]=[C:7]1[C:16]2[C:11](=[CH:12][CH:13]=[C:14]([Br:17])[CH:15]=2)[O:10][C:9]([C:18]2[N:19]=[CH:20][C:21]3[C:26]([CH:27]=2)=[CH:25][CH:24]=[CH:23][CH:22]=3)=[CH:8]1)(C)(C)C.